From a dataset of Catalyst prediction with 721,799 reactions and 888 catalyst types from USPTO. Predict which catalyst facilitates the given reaction. (1) Reactant: [Br:1][C:2]1[CH:7]=[CH:6][C:5]([NH:8][C:9]2[C:14]([C:15]([NH:17][NH2:18])=[O:16])=[N:13][N:12]3[CH:19]=[CH:20][N:21]=[C:11]3[CH:10]=2)=[C:4]([F:22])[CH:3]=1.BrC1C=C[C:27]([NH:30]C2C(C(O)=O)=NN3C=CN=C3C=2)=C(F)C=1.CCN=C=NCCCN(C)C.C1C=CC2N(O)N=NC=2C=1.NN.CCN(CC)CC. Product: [NH2:30][C:27]1[O:16][C:15]([C:14]2[C:9]([NH:8][C:5]3[CH:6]=[CH:7][C:2]([Br:1])=[CH:3][C:4]=3[F:22])=[CH:10][C:11]3[N:12]([CH:19]=[CH:20][N:21]=3)[N:13]=2)=[N:17][N:18]=1. The catalyst class is: 474. (2) Reactant: [NH2:1][C:2]1[C:21]([C:22]2[CH:27]=[C:26]([C:28](=[O:35])[NH:29][C:30]34[CH2:34][CH:32]([CH2:33]3)[CH2:31]4)[C:25]([F:36])=[CH:24][C:23]=2[F:37])=[CH:20][C:5]2[C:6]([C:16]([NH:18][CH3:19])=[O:17])=[C:7]([C:9]3[CH:14]=[CH:13][C:12]([F:15])=[CH:11][CH:10]=3)[O:8][C:4]=2[CH:3]=1.[CH2:38]1COC[CH2:39]1.C(=O)C.C([BH3-])#N.[Na+]. Product: [C:30]12([NH:29][C:28]([C:26]3[C:25]([F:36])=[CH:24][C:23]([F:37])=[C:22]([C:21]4[C:2]([NH:1][CH2:38][CH3:39])=[CH:3][C:4]5[O:8][C:7]([C:9]6[CH:14]=[CH:13][C:12]([F:15])=[CH:11][CH:10]=6)=[C:6]([C:16]([NH:18][CH3:19])=[O:17])[C:5]=5[CH:20]=4)[CH:27]=3)=[O:35])[CH2:34][CH:32]([CH2:33]1)[CH2:31]2. The catalyst class is: 5. (3) Reactant: CSCCC(Cl)=O.[CH3:8][O:9][C:10]1[CH:11]=[C:12]2[C:17](=[CH:18][C:19]=1[O:20][CH3:21])[N:16]=[CH:15][CH:14]=[C:13]2[O:22][C:23]1[CH:29]=[CH:28][C:26]([NH2:27])=[CH:25][CH:24]=1.[CH3:30][S:31][CH2:32][CH2:33][C:34]([N:36]=[C:37]=[S:38])=[O:35]. Product: [CH3:30][S:31][CH2:32][CH2:33][C:34]([N:36]=[C:37]=[S:38])=[O:35].[CH3:8][O:9][C:10]1[CH:11]=[C:12]2[C:17](=[CH:18][C:19]=1[O:20][CH3:21])[N:16]=[CH:15][CH:14]=[C:13]2[O:22][C:23]1[CH:29]=[CH:28][C:26]([NH:27][C:37]([NH:36][C:34](=[O:35])[CH2:33][CH2:32][S:31][CH3:30])=[S:38])=[CH:25][CH:24]=1. The catalyst class is: 234. (4) Reactant: [CH2:1]([CH2:3][NH2:4])[OH:2].[C:5]([O:9][C:10](=[O:13])[CH:11]=[CH2:12])([CH3:8])([CH3:7])[CH3:6].[CH2:14]([O:21][C:22](ON1C(=O)CCC1=O)=[O:23])[C:15]1[CH:20]=[CH:19][CH:18]=[CH:17][CH:16]=1.C(N(CC)CC)C. Product: [C:5]([O:9][C:10](=[O:13])[CH2:11][CH2:12][N:4]([C:22]([O:21][CH2:14][C:15]1[CH:20]=[CH:19][CH:18]=[CH:17][CH:16]=1)=[O:23])[CH2:3][CH2:1][OH:2])([CH3:8])([CH3:7])[CH3:6]. The catalyst class is: 30. (5) Reactant: [CH3:1][O:2][CH2:3][CH:4]([N:6]1[CH2:11][CH2:10][N:9]2[N:12]=[C:13]([NH2:15])[CH:14]=[C:8]2[CH2:7]1)[CH3:5].Br[C:17]1[C:18](=[O:25])[N:19]([CH3:24])[CH:20]=[C:21]([Br:23])[CH:22]=1.C(=O)([O-])[O-].[Cs+].[Cs+].CC1(C)C2C(=C(P(C3C=CC=CC=3)C3C=CC=CC=3)C=CC=2)OC2C(P(C3C=CC=CC=3)C3C=CC=CC=3)=CC=CC1=2. The catalyst class is: 102. Product: [Br:23][C:21]1[CH:22]=[C:17]([NH:15][C:13]2[CH:14]=[C:8]3[CH2:7][N:6]([CH:4]([CH3:5])[CH2:3][O:2][CH3:1])[CH2:11][CH2:10][N:9]3[N:12]=2)[C:18](=[O:25])[N:19]([CH3:24])[CH:20]=1. (6) Reactant: [C:1]([C:4]1[C:12]2[O:11][CH2:10][CH:9]([CH2:13][N:14]3[CH2:19][CH2:18][N:17]([C:20]([O:22][C:23]([CH3:26])([CH3:25])[CH3:24])=[O:21])[CH2:16][CH2:15]3)[C:8]=2[CH:7]=[CH:6][CH:5]=1)(=O)[NH2:2].CCN(CC)CC.C(OC(C(F)(F)F)=O)(C(F)(F)F)=O. Product: [C:1]([C:4]1[C:12]2[O:11][CH2:10][CH:9]([CH2:13][N:14]3[CH2:19][CH2:18][N:17]([C:20]([O:22][C:23]([CH3:26])([CH3:25])[CH3:24])=[O:21])[CH2:16][CH2:15]3)[C:8]=2[CH:7]=[CH:6][CH:5]=1)#[N:2]. The catalyst class is: 2. (7) Reactant: [H-].[Na+].[CH3:3][O:4][C:5]([C:7]1[CH:13]=[CH:12][C:10]([NH2:11])=[C:9]([N+:14]([O-:16])=[O:15])[CH:8]=1)=[O:6].[C:17](O[C:17]([O:19][C:20]([CH3:23])([CH3:22])[CH3:21])=[O:18])([O:19][C:20]([CH3:23])([CH3:22])[CH3:21])=[O:18].[Cl-].[NH4+]. Product: [C:20]([O:19][C:17]([NH:11][C:10]1[CH:12]=[CH:13][C:7]([C:5]([O:4][CH3:3])=[O:6])=[CH:8][C:9]=1[N+:14]([O-:16])=[O:15])=[O:18])([CH3:23])([CH3:22])[CH3:21]. The catalyst class is: 7. (8) Reactant: C(O[C:6](=O)[N:7]([C@@H:9]([CH2:49][OH:50])[C:10]([NH:12][C@@H:13]([CH:41]1[CH2:46][CH2:45][C:44]([F:48])([F:47])[CH2:43][CH2:42]1)[C:14]([N:16]1[C@H:21]([C:22](=[O:34])[NH:23][C@H:24]2[C:33]3[C:28](=[CH:29][CH:30]=[CH:31][CH:32]=3)[O:27][CH2:26][CH2:25]2)[CH2:20][N:19]2[CH2:35][C@H:36]([O:38][CH2:39][CH3:40])[CH2:37][C@@H:18]2[CH2:17]1)=[O:15])=[O:11])C)(C)(C)C. Product: [F:48][C:44]1([F:47])[CH2:45][CH2:46][CH:41]([C@H:13]([NH:12][C:10](=[O:11])[C@H:9]([CH2:49][OH:50])[NH:7][CH3:6])[C:14]([N:16]2[C@H:21]([C:22]([NH:23][C@H:24]3[C:33]4[C:28](=[CH:29][CH:30]=[CH:31][CH:32]=4)[O:27][CH2:26][CH2:25]3)=[O:34])[CH2:20][N:19]3[CH2:35][C@H:36]([O:38][CH2:39][CH3:40])[CH2:37][C@@H:18]3[CH2:17]2)=[O:15])[CH2:42][CH2:43]1. The catalyst class is: 55. (9) Reactant: [OH-].[Na+].[CH2:3]([C:6]1[N:7]([CH2:19][CH2:20][CH2:21][CH2:22][C:23]([O:25]CC)=[O:24])[C:8]2[C:17]3[CH:16]=[CH:15][CH:14]=[CH:13][C:12]=3[N:11]=[CH:10][C:9]=2[N:18]=1)[CH2:4][CH3:5]. Product: [CH2:3]([C:6]1[N:7]([CH2:19][CH2:20][CH2:21][CH2:22][C:23]([OH:25])=[O:24])[C:8]2[C:17]3[CH:16]=[CH:15][CH:14]=[CH:13][C:12]=3[N:11]=[CH:10][C:9]=2[N:18]=1)[CH2:4][CH3:5]. The catalyst class is: 97.